Dataset: Peptide-MHC class II binding affinity with 134,281 pairs from IEDB. Task: Regression. Given a peptide amino acid sequence and an MHC pseudo amino acid sequence, predict their binding affinity value. This is MHC class II binding data. (1) The MHC is DRB3_0101 with pseudo-sequence DRB3_0101. The binding affinity (normalized) is 0.268. The peptide sequence is ISGDLKTQIDQVEST. (2) The peptide sequence is IHHQHVQDCDESVLT. The MHC is DRB1_0701 with pseudo-sequence DRB1_0701. The binding affinity (normalized) is 0.253. (3) The binding affinity (normalized) is 0.603. The MHC is DRB1_0401 with pseudo-sequence DRB1_0401. The peptide sequence is KCEFQDAYVLLSEKK. (4) The peptide sequence is NFKADRVIDPRRCLK. The MHC is DRB1_1302 with pseudo-sequence DRB1_1302. The binding affinity (normalized) is 0.219. (5) The peptide sequence is KFWELVDEERKLHQQ. The MHC is DRB1_0701 with pseudo-sequence DRB1_0701. The binding affinity (normalized) is 0.162.